This data is from Catalyst prediction with 721,799 reactions and 888 catalyst types from USPTO. The task is: Predict which catalyst facilitates the given reaction. (1) Reactant: [NH2:1][C:2]1[CH:6]=[CH:5][S:4][C:3]=1[C:7]([O:9][CH3:10])=[O:8].[C:11](Cl)(=[O:20])[O:12][CH2:13][C:14]1[CH:19]=[CH:18][CH:17]=[CH:16][CH:15]=1. Product: [CH2:13]([O:12][C:11]([NH:1][C:2]1[CH:6]=[CH:5][S:4][C:3]=1[C:7]([O:9][CH3:10])=[O:8])=[O:20])[C:14]1[CH:19]=[CH:18][CH:17]=[CH:16][CH:15]=1. The catalyst class is: 11. (2) Reactant: [N+:1]([C:4]1[CH:5]=[C:6]([CH:10]=[CH:11][C:12]=1[F:13])[C:7](O)=[O:8])([O-:3])=[O:2].C(Cl)(=O)C([Cl:17])=O.CN(C=O)C. Product: [N+:1]([C:4]1[CH:5]=[C:6]([CH:10]=[CH:11][C:12]=1[F:13])[C:7]([Cl:17])=[O:8])([O-:3])=[O:2]. The catalyst class is: 2. (3) Reactant: [NH:1]([C:8]([C@H:10]1[N:14]2[C:15](=[O:37])[C:16]([N:19]([CH2:30][C:31]3[CH:36]=[CH:35][CH:34]=[CH:33][CH:32]=3)[C:20](=[O:29])[O:21][CH2:22][C:23]3[CH:28]=[CH:27][CH:26]=[CH:25][CH:24]=3)=[CH:17][N:18]=[C:13]2[CH2:12][CH2:11]1)=[O:9])[C:2]1[CH:7]=[CH:6][CH:5]=[CH:4][CH:3]=1.[Li+].C[Si]([N-][Si](C)(C)C)(C)C.Br[CH2:49][C:50]([O:52][C:53]([CH3:56])([CH3:55])[CH3:54])=[O:51]. Product: [NH:1]([C:8]([C@H:10]1[N:14]2[C:15](=[O:37])[C:16]([N:19]([CH2:30][C:31]3[CH:32]=[CH:33][CH:34]=[CH:35][CH:36]=3)[C:20]([O:21][CH2:22][C:23]3[CH:24]=[CH:25][CH:26]=[CH:27][CH:28]=3)=[O:29])=[CH:17][N:18]=[C:13]2[C@@H:12]([CH2:49][C:50]([O:52][C:53]([CH3:56])([CH3:55])[CH3:54])=[O:51])[CH2:11]1)=[O:9])[C:2]1[CH:7]=[CH:6][CH:5]=[CH:4][CH:3]=1. The catalyst class is: 1. (4) Reactant: Cl[C:2]1[C:7]2[N:8]=[C:9]([C:11]3[C:12]([NH:25][C@@H:26]4[CH2:31][CH2:30][CH2:29][N:28]([C:32]([O:34][C:35]([CH3:38])([CH3:37])[CH3:36])=[O:33])[CH2:27]4)=[N:13][C:14]([N:19]4[CH2:24][CH2:23][O:22][CH2:21][CH2:20]4)=[N:15][C:16]=3[O:17][CH3:18])[S:10][C:6]=2[CH:5]=[CH:4][CH:3]=1.[CH2:39]([NH2:42])[CH2:40][NH2:41].CC([O-])(C)C.[Na+]. Product: [NH2:41][CH2:40][CH2:39][NH:42][C:2]1[C:7]2[N:8]=[C:9]([C:11]3[C:12]([NH:25][C@@H:26]4[CH2:31][CH2:30][CH2:29][N:28]([C:32]([O:34][C:35]([CH3:38])([CH3:37])[CH3:36])=[O:33])[CH2:27]4)=[N:13][C:14]([N:19]4[CH2:24][CH2:23][O:22][CH2:21][CH2:20]4)=[N:15][C:16]=3[O:17][CH3:18])[S:10][C:6]=2[CH:5]=[CH:4][CH:3]=1. The catalyst class is: 101. (5) Reactant: [F:1][C:2]1[CH:3]=[C:4]([O:9][C:10]2[CH:15]=[CH:14][C:13]([CH:16]=[CH2:17])=[CH:12][CH:11]=2)[CH:5]=[CH:6][C:7]=1[CH3:8].B1C2CCCC1CCC2.[OH-:27].[Na+].OO. Product: [F:1][C:2]1[CH:3]=[C:4]([O:9][C:10]2[CH:15]=[CH:14][C:13]([CH2:16][CH2:17][OH:27])=[CH:12][CH:11]=2)[CH:5]=[CH:6][C:7]=1[CH3:8]. The catalyst class is: 1. (6) Reactant: Br[C:2]1[CH:3]=[C:4]2[C:9]([NH:10][C@@H:11]3[CH2:16][CH2:15][N:14]([C:17](=[O:22])[C:18]([OH:21])([CH3:20])[CH3:19])[CH2:13][C@H:12]3[CH2:23][CH3:24])=[C:8]([C:25]([NH2:27])=[O:26])[CH:7]=[N:6][N:5]2[CH:28]=1.[CH:29]([N:32]1[CH:36]=[C:35](B2OC(C)(C)C(C)(C)O2)[CH:34]=[N:33]1)([CH3:31])[CH3:30].P([O-])([O-])([O-])=O.[K+].[K+].[K+]. Product: [CH2:23]([C@H:12]1[C@H:11]([NH:10][C:9]2[C:4]3[N:5]([CH:28]=[C:2]([C:35]4[CH:34]=[N:33][N:32]([CH:29]([CH3:31])[CH3:30])[CH:36]=4)[CH:3]=3)[N:6]=[CH:7][C:8]=2[C:25]([NH2:27])=[O:26])[CH2:16][CH2:15][N:14]([C:17](=[O:22])[C:18]([OH:21])([CH3:20])[CH3:19])[CH2:13]1)[CH3:24]. The catalyst class is: 819. (7) Reactant: Cl.[OH:2][NH2:3].CC([O-])=O.[Na+].[CH3:9][C:10]([C:12]1[CH:17]=[CH:16][C:15]([O:18][CH3:19])=[CH:14][CH:13]=1)=O. Product: [CH3:9]/[C:10](/[C:12]1[CH:17]=[CH:16][C:15]([O:18][CH3:19])=[CH:14][CH:13]=1)=[N:3]/[OH:2]. The catalyst class is: 14.